This data is from Full USPTO retrosynthesis dataset with 1.9M reactions from patents (1976-2016). The task is: Predict the reactants needed to synthesize the given product. Given the product [Br:25][C:26]1[CH:34]=[CH:33][C:29]([C:30]([NH:1][CH2:2][CH:3]([CH3:24])[CH2:4][C:5]([NH:7][C:8]2[CH:9]=[C:10]3[C:15](=[CH:16][CH:17]=2)[N:14]([CH2:18][CH3:19])[C:13](=[O:20])[N:12]([CH2:21][CH3:22])[C:11]3=[O:23])=[O:6])=[O:31])=[CH:28][C:27]=1[Cl:35], predict the reactants needed to synthesize it. The reactants are: [NH2:1][CH2:2][CH:3]([CH3:24])[CH2:4][C:5]([NH:7][C:8]1[CH:9]=[C:10]2[C:15](=[CH:16][CH:17]=1)[N:14]([CH2:18][CH3:19])[C:13](=[O:20])[N:12]([CH2:21][CH3:22])[C:11]2=[O:23])=[O:6].[Br:25][C:26]1[CH:34]=[CH:33][C:29]([C:30](O)=[O:31])=[CH:28][C:27]=1[Cl:35].CN(C(ON1N=NC2C=CC=NC1=2)=[N+](C)C)C.F[P-](F)(F)(F)(F)F.